Task: Predict the reaction yield, written as a fraction of the theoretical maximum amount of product (1.0 means a 100% yield; for example, 0.34 means a 34% yield).. Dataset: Reaction yield outcomes from USPTO patents with 853,638 reactions (1) The product is [Cl:11][C:12]1[N:17]=[C:16]([S:10][C:7]2[CH:8]=[CH:9][C:4]([NH2:3])=[CH:5][CH:6]=2)[C:15]([CH3:19])=[CH:14][N:13]=1. The catalyst is O.CO. The reactants are [OH-].[Na+].[NH2:3][C:4]1[CH:9]=[CH:8][C:7]([SH:10])=[CH:6][CH:5]=1.[Cl:11][C:12]1[N:17]=[C:16](Cl)[C:15]([CH3:19])=[CH:14][N:13]=1. The yield is 0.920. (2) The reactants are [CH2:1]([O:3][C:4]([C:6]1[NH:7][C:8]2[C:13]([CH:14]=1)=[CH:12][C:11](Br)=[CH:10][CH:9]=2)=[O:5])[CH3:2].CC([O-])=O.[K+].[B:21]1([B:21]2[O:25][C:24]([CH3:27])([CH3:26])[C:23]([CH3:29])([CH3:28])[O:22]2)[O:25][C:24]([CH3:27])([CH3:26])[C:23]([CH3:29])([CH3:28])[O:22]1. The catalyst is O1CCOCC1.C1C=CC(/C=C/C(/C=C/C2C=CC=CC=2)=O)=CC=1.C1C=CC(/C=C/C(/C=C/C2C=CC=CC=2)=O)=CC=1.C1C=CC(/C=C/C(/C=C/C2C=CC=CC=2)=O)=CC=1.[Pd].[Pd].C1(P(C2CCCCC2)C2CCCCC2)CCCCC1. The product is [CH2:1]([O:3][C:4]([C:6]1[NH:7][C:8]2[C:13]([CH:14]=1)=[CH:12][C:11]([B:21]1[O:25][C:24]([CH3:27])([CH3:26])[C:23]([CH3:29])([CH3:28])[O:22]1)=[CH:10][CH:9]=2)=[O:5])[CH3:2]. The yield is 0.970. (3) The reactants are C[O:2][C:3](=O)[CH2:4][C:5]1([CH3:11])[CH2:10][CH2:9][CH2:8][CH2:7][CH2:6]1.[H-].[H-].[H-].[H-].[Li+].[Al+3]. The catalyst is O1CCCC1. The product is [CH3:11][C:5]1([CH2:4][CH2:3][OH:2])[CH2:10][CH2:9][CH2:8][CH2:7][CH2:6]1. The yield is 0.800. (4) The reactants are [F:1][C:2]([F:7])([F:6])[C:3]([OH:5])=[O:4].[CH2:8]([S:10]([N:13]1[CH2:18][CH2:17][CH:16]([C:19]2[C:27]3[C:22](=[C:23]([C:38]([NH2:40])=[O:39])[CH:24]=[C:25]([C:28]4[CH:33]=[C:32]([CH2:34][NH:35][CH3:36])[CH:31]=[C:30]([F:37])[CH:29]=4)[CH:26]=3)[NH:21][CH:20]=2)[CH2:15][CH2:14]1)(=[O:12])=[O:11])[CH3:9].[CH3:41]N. No catalyst specified. The product is [F:1][C:2]([F:7])([F:6])[C:3]([OH:5])=[O:4].[CH:36]1([NH:35][CH2:34][C:32]2[CH:33]=[C:28]([C:25]3[CH:26]=[C:27]4[C:22](=[C:23]([C:38]([NH2:40])=[O:39])[CH:24]=3)[NH:21][CH:20]=[C:19]4[CH:16]3[CH2:17][CH2:18][N:13]([S:10]([CH2:8][CH3:9])(=[O:11])=[O:12])[CH2:14][CH2:15]3)[CH:29]=[C:30]([F:37])[CH:31]=2)[CH2:3][CH2:2][CH2:41]1. The yield is 0.752. (5) The reactants are FC(F)(F)S([O:6][Si:7]([CH:14]([CH3:16])[CH3:15])([CH:11]([CH3:13])[CH3:12])[CH:8]([CH3:10])[CH3:9])(=O)=O.[F:19][C:20]1[CH:21]=[CH:22][C:23]2[N:24]([C:26]([N:29]3[CH2:33][CH2:32][CH2:31][C@@H:30]3CO)=[N:27][N:28]=2)[CH:25]=1.CCN(CC)CC. The catalyst is CN(C=O)C. The product is [F:19][C:20]1[CH:21]=[CH:22][C:23]2[N:24]([C:26]([N:29]3[CH2:33][CH2:32][CH2:31][C@@H:30]3[O:6][Si:7]([CH:8]([CH3:9])[CH3:10])([CH:11]([CH3:12])[CH3:13])[CH:14]([CH3:15])[CH3:16])=[N:27][N:28]=2)[CH:25]=1. The yield is 0.470. (6) The reactants are Cl.[CH3:2][S:3]([C:6]1[CH:12]=[CH:11][C:9]([NH2:10])=[CH:8][CH:7]=1)(=[O:5])=[O:4].C([Al](CC)CC)C.[C:20]([C:22]1[C:23]([CH3:28])=[N:24][CH:25]=[CH:26][CH:27]=1)#[N:21]. The catalyst is ClC(Cl)C. The product is [CH3:28][C:23]1[C:22]([C:20](=[NH:21])[NH:10][C:9]2[CH:11]=[CH:12][C:6]([S:3]([CH3:2])(=[O:4])=[O:5])=[CH:7][CH:8]=2)=[CH:27][CH:26]=[CH:25][N:24]=1. The yield is 0.600.